This data is from Forward reaction prediction with 1.9M reactions from USPTO patents (1976-2016). The task is: Predict the product of the given reaction. (1) Given the reactants Cl.[NH2:2][CH2:3][CH2:4][C:5]1[C:13]2[C:8](=[CH:9][CH:10]=[C:11]([O:14][CH3:15])[CH:12]=2)[NH:7][C:6]=1[C:16]([NH:18][CH3:19])=[O:17].C([N:23]([CH:26](C)C)CC)(C)C.[OH-:29].[Na+].C([O:34][CH:35](C)C)(C)C, predict the reaction product. The product is: [CH3:15][O:14][C:11]1[CH:12]=[C:13]2[C:8](=[CH:9][CH:10]=1)[NH:7][C:6]([C:16]([NH:18][CH3:19])=[O:17])=[C:5]2[CH2:4][CH2:3][NH:2][C:26](=[O:29])[NH:23][O:34][CH3:35]. (2) Given the reactants [C:1]([N:4]1[C:13]2[C:8](=[CH:9][C:10](Br)=[CH:11][CH:12]=2)[CH:7]([NH:15][C:16]2[CH:21]=[CH:20][CH:19]=[CH:18][CH:17]=2)[CH2:6][CH:5]1[CH3:22])(=[O:3])[CH3:2].[CH3:23][N:24](C=O)C, predict the reaction product. The product is: [C:1]([N:4]1[C:13]2[C:8](=[CH:9][C:10]([C:23]#[N:24])=[CH:11][CH:12]=2)[CH:7]([NH:15][C:16]2[CH:21]=[CH:20][CH:19]=[CH:18][CH:17]=2)[CH2:6][CH:5]1[CH3:22])(=[O:3])[CH3:2]. (3) Given the reactants [CH3:1][O:2][C:3]1[CH:9]=[C:8]([O:10][CH3:11])[CH:7]=[CH:6][C:4]=1[NH2:5].C([O:14][C:15](=O)[CH:16]([CH3:20])[C:17]([CH3:19])=O)C, predict the reaction product. The product is: [CH3:11][O:10][C:8]1[CH:7]=[C:6]2[C:4](=[C:3]([O:2][CH3:1])[CH:9]=1)[N:5]=[C:17]([CH3:19])[C:16]([CH3:20])=[C:15]2[OH:14]. (4) Given the reactants [Si:1]([O:8][CH2:9][C@H:10]([CH3:30])[O:11][C:12]1[CH:13]=[C:14]([CH:19]=[C:20]([O:22][CH2:23][C:24]2[CH:29]=[CH:28][CH:27]=[CH:26][CH:25]=2)[CH:21]=1)[C:15]([O:17]C)=[O:16])([C:4]([CH3:7])([CH3:6])[CH3:5])([CH3:3])[CH3:2].O.O.[OH-].[Li+].C(O)(=O)CC(CC(O)=O)(C(O)=O)O, predict the reaction product. The product is: [C:24]1([CH2:23][O:22][C:20]2[CH:19]=[C:14]([CH:13]=[C:12]([O:11][C@@H:10]([CH3:30])[CH2:9][O:8][Si:1]([C:4]([CH3:7])([CH3:6])[CH3:5])([CH3:2])[CH3:3])[CH:21]=2)[C:15]([OH:17])=[O:16])[CH:29]=[CH:28][CH:27]=[CH:26][CH:25]=1. (5) Given the reactants [Cl:1][C:2]1[C:3]([F:11])=[C:4]([O:9][CH3:10])[C:5](F)=[CH:6][CH:7]=1.[C:12](#[N:16])[CH:13]([CH3:15])[CH3:14].C[Si](C)(C)[N-][Si](C)(C)C.[K+].S(=O)(=O)(O)O, predict the reaction product. The product is: [Cl:1][C:2]1[CH:7]=[CH:6][C:5]([C:13]([CH3:15])([CH3:14])[C:12]#[N:16])=[C:4]([O:9][CH3:10])[C:3]=1[F:11]. (6) Given the reactants [C:1]([C:4]1[CH:15]=[CH:14][C:7]([CH:8]=[N:9][NH:10][C:11](=[S:13])[NH2:12])=[C:6]([NH2:16])[CH:5]=1)(=[O:3])[CH3:2].Br[CH2:18][C:19]([C:21]1[CH:26]=[CH:25][CH:24]=[C:23]([N+:27]([O-:29])=[O:28])[CH:22]=1)=O, predict the reaction product. The product is: [NH2:16][C:6]1[CH:5]=[C:4]([C:1](=[O:3])[CH3:2])[CH:15]=[CH:14][C:7]=1[CH:8]=[N:9][NH:10][C:11]1[S:13][CH:18]=[C:19]([C:21]2[CH:26]=[CH:25][CH:24]=[C:23]([N+:27]([O-:29])=[O:28])[CH:22]=2)[N:12]=1. (7) Given the reactants CN(/[CH:4]=[C:5]1/[CH2:6][C:7](=[O:21])[NH:8][C:9]2[CH:16]=[C:15]([C:17]([F:20])([F:19])[F:18])[CH:14]=[CH:13][C:10]=2[C:11]/1=O)C.[NH2:22][C:23]([NH:25][C:26]1[CH:27]=[C:28]([CH2:33][CH2:34][CH2:35][NH:36][C:37](=[O:43])[O:38][C:39]([CH3:42])([CH3:41])[CH3:40])[CH:29]=[N:30][C:31]=1[CH3:32])=[NH:24].C(=O)([O-])[O-].[K+].[K+], predict the reaction product. The product is: [CH3:32][C:31]1[N:30]=[CH:29][C:28]([CH2:33][CH2:34][CH2:35][NH:36][C:37](=[O:43])[O:38][C:39]([CH3:42])([CH3:41])[CH3:40])=[CH:27][C:26]=1[NH:25][C:23]1[N:22]=[CH:4][C:5]2[CH2:6][C:7](=[O:21])[NH:8][C:9]3[CH:16]=[C:15]([C:17]([F:20])([F:19])[F:18])[CH:14]=[CH:13][C:10]=3[C:11]=2[N:24]=1. (8) Given the reactants [N+:1]([C:4]1[CH:9]=[CH:8][C:7]([N:10]2[CH2:15][CH2:14][C:13](=[O:16])[CH2:12][CH2:11]2)=[CH:6][CH:5]=1)([O-:3])=[O:2].[CH2:17](O)[CH2:18][OH:19].C1(C)C=CC(S(O)(=O)=O)=CC=1.O, predict the reaction product. The product is: [N+:1]([C:4]1[CH:9]=[CH:8][C:7]([N:10]2[CH2:11][CH2:12][C:13]3([O:19][CH2:18][CH2:17][O:16]3)[CH2:14][CH2:15]2)=[CH:6][CH:5]=1)([O-:3])=[O:2]. (9) Given the reactants [Cl:1][C:2]1[CH:7]=[CH:6][C:5]([OH:8])=[C:4]([N+:9]([O-])=O)[C:3]=1[C:12]([F:15])([F:14])[F:13].C(OCC)(=O)C.C(O)(=O)C, predict the reaction product. The product is: [NH2:9][C:4]1[C:3]([C:12]([F:13])([F:14])[F:15])=[C:2]([Cl:1])[CH:7]=[CH:6][C:5]=1[OH:8].